This data is from Catalyst prediction with 721,799 reactions and 888 catalyst types from USPTO. The task is: Predict which catalyst facilitates the given reaction. (1) Reactant: O[C:2]1[C:11]2[C:6](=[CH:7][C:8]([C:12]([F:15])([F:14])[F:13])=[CH:9][CH:10]=2)[N:5]=[CH:4][CH:3]=1.[Cl:16]CCl. Product: [Cl:16][C:2]1[C:11]2[C:6](=[CH:7][C:8]([C:12]([F:15])([F:14])[F:13])=[CH:9][CH:10]=2)[N:5]=[CH:4][CH:3]=1. The catalyst class is: 265. (2) Reactant: [Cl:1][C:2]1[CH:7]=[C:6]([Cl:8])[CH:5]=[CH:4][C:3]=1[C:9]1[NH:14][C:13](=O)[C:12]2=[N:16][N:17]=[CH:18][N:11]2[N:10]=1.C(=O)(O)[O-].[Na+].P(Cl)(Cl)([Cl:26])=O. Product: [Cl:26][C:13]1[C:12]2=[N:16][N:17]=[CH:18][N:11]2[N:10]=[C:9]([C:3]2[CH:4]=[CH:5][C:6]([Cl:8])=[CH:7][C:2]=2[Cl:1])[N:14]=1. The catalyst class is: 572. (3) Reactant: FC(F)(F)S([O:6][S:7]([C:10]([F:13])([F:12])[F:11])(=[O:9])=[O:8])(=O)=O.[F:16][C:17]1[CH:22]=[CH:21][C:20]([C:23]2[C:28]([O:29][CH2:30][CH2:31][CH3:32])=[CH:27][C:26]([C:33]([O:35][CH2:36][CH3:37])=[O:34])=[CH:25][C:24]=2O)=[CH:19][CH:18]=1. Product: [F:16][C:17]1[CH:18]=[CH:19][C:20]([C:23]2[C:24]([O:6][S:7]([C:10]([F:11])([F:12])[F:13])(=[O:8])=[O:9])=[CH:25][C:26]([C:33]([O:35][CH2:36][CH3:37])=[O:34])=[CH:27][C:28]=2[O:29][CH2:30][CH2:31][CH3:32])=[CH:21][CH:22]=1. The catalyst class is: 17. (4) Product: [F:1][C:2]1[C:3]([CH3:17])=[CH:4][C:5]([CH2:9][CH:10]([CH3:16])[C:11]([O:13][CH2:14][CH3:15])=[O:12])=[CH:6][C:7]=1[CH3:8]. Reactant: [F:1][C:2]1[C:7]([CH3:8])=[CH:6][C:5]([CH:9]=[C:10]([CH3:16])[C:11]([O:13][CH2:14][CH3:15])=[O:12])=[CH:4][C:3]=1[CH3:17]. The catalyst class is: 19. (5) The catalyst class is: 19. Product: [F:1][C:2]1[CH:3]=[CH:4][C:5]([CH2:6][NH:7][C:8]([C:10]2[C:15]([OH:16])=[C:14]([O:24][CH3:25])[CH:13]=[C:12]([O:26][CH3:27])[N:11]=2)=[O:9])=[CH:28][CH:29]=1. Reactant: [F:1][C:2]1[CH:29]=[CH:28][C:5]([CH2:6][NH:7][C:8]([C:10]2[C:15]([O:16]CC3C=CC=CC=3)=[C:14]([O:24][CH3:25])[CH:13]=[C:12]([O:26][CH3:27])[N:11]=2)=[O:9])=[CH:4][CH:3]=1. (6) Reactant: Cl[C:2]1[C:3]2[CH2:21][N:20]([C:22]3[N:26]([CH3:27])[N:25]=[C:24]([CH:28]([CH3:30])[CH3:29])[CH:23]=3)[CH2:19][CH2:18][C:4]=2[N:5]=[C:6]([C:8]2[CH:16]=[CH:15][CH:14]=[C:13]3[C:9]=2[C:10]([CH3:17])=[CH:11][NH:12]3)[N:7]=1.C(N(C(C)C)CC)(C)C.[CH3:40][C@H:41]1[CH2:46][CH2:45][CH2:44][CH2:43][NH:42]1. Product: [CH:28]([C:24]1[CH:23]=[C:22]([N:20]2[CH2:19][CH2:18][C:2]3[N:7]=[C:6]([C:8]4[CH:16]=[CH:15][CH:14]=[C:13]5[C:9]=4[C:10]([CH3:17])=[CH:11][NH:12]5)[N:5]=[C:4]([N:42]4[CH2:43][CH2:44][CH2:45][CH2:46][C@@H:41]4[CH3:40])[C:3]=3[CH2:21]2)[N:26]([CH3:27])[N:25]=1)([CH3:29])[CH3:30]. The catalyst class is: 80. (7) Reactant: CS(O[CH2:6][CH2:7][C@H:8]1[C:20]2[C:19]3[C:18]([O:21][CH:22]4[CH2:27][CH2:26][CH:25]([NH:28][C:29](=[O:35])[O:30][C:31]([CH3:34])([CH3:33])[CH3:32])[CH2:24][CH2:23]4)=[N:17][CH:16]=[N:15][C:14]=3[S:13][C:12]=2[CH2:11][CH2:10][CH2:9]1)(=O)=O.[C-:36]#[N:37].[Na+]. Product: [C:36]([CH2:6][CH2:7][C@H:8]1[C:20]2[C:19]3[C:18]([O:21][CH:22]4[CH2:27][CH2:26][CH:25]([NH:28][C:29](=[O:35])[O:30][C:31]([CH3:32])([CH3:34])[CH3:33])[CH2:24][CH2:23]4)=[N:17][CH:16]=[N:15][C:14]=3[S:13][C:12]=2[CH2:11][CH2:10][CH2:9]1)#[N:37]. The catalyst class is: 549. (8) Reactant: C1(S([C:10]([F:21])([F:20])[CH2:11][CH2:12][CH2:13][C:14]2[CH:19]=[CH:18][CH:17]=[CH:16][CH:15]=2)(=O)=O)C=CC=CC=1.CC([O-])(C)C.[K+]. The catalyst class is: 118. Product: [F:20][C:10]([F:21])=[CH:11][CH2:12][CH2:13][C:14]1[CH:19]=[CH:18][CH:17]=[CH:16][CH:15]=1. (9) Reactant: [C:1]([OH:4])(=[O:3])[CH3:2].[O:5]=[C:6]1[CH2:11][CH2:10][CH2:9][CH2:8][N:7]1[C:12]1[CH:17]=[CH:16][C:15]([NH:18][C:19]([C:21]2[CH2:25][CH2:24][CH2:23][C:22]=2[C:26]2[CH:31]=[CH:30][CH:29]=[C:28]([C:32](=[NH:35])[NH:33]O)[CH:27]=2)=[O:20])=[CH:14][CH:13]=1. Product: [C:1]([OH:4])(=[O:3])[CH3:2].[O:5]=[C:6]1[CH2:11][CH2:10][CH2:9][CH2:8][N:7]1[C:12]1[CH:13]=[CH:14][C:15]([NH:18][C:19]([C:21]2[CH2:25][CH2:24][CH2:23][C:22]=2[C:26]2[CH:31]=[CH:30][CH:29]=[C:28]([C:32](=[NH:33])[NH2:35])[CH:27]=2)=[O:20])=[CH:16][CH:17]=1. The catalyst class is: 227.